This data is from Reaction yield outcomes from USPTO patents with 853,638 reactions. The task is: Predict the reaction yield, written as a fraction of the theoretical maximum amount of product (1.0 means a 100% yield; for example, 0.34 means a 34% yield). (1) The product is [CH3:1][C:2]1[N:3]([CH2:20][C:21]2[C:30]3[C:25](=[CH:26][CH:27]=[CH:28][CH:29]=3)[CH:24]=[CH:23][CH:22]=2)[C:4]2[CH:10]=[C:9]([N:11]3[CH2:16][CH2:15][O:14][CH2:13][CH2:12]3)[CH:8]=[C:7]([NH2:17])[C:5]=2[N:6]=1. The yield is 0.970. The catalyst is C(O)C.O.[Fe]. The reactants are [CH3:1][C:2]1[N:3]([CH2:20][C:21]2[C:30]3[C:25](=[CH:26][CH:27]=[CH:28][CH:29]=3)[CH:24]=[CH:23][CH:22]=2)[C:4]2[CH:10]=[C:9]([N:11]3[CH2:16][CH2:15][O:14][CH2:13][CH2:12]3)[CH:8]=[C:7]([N+:17]([O-])=O)[C:5]=2[N:6]=1. (2) The reactants are [NH2:1][CH2:2][CH2:3][NH:4][C:5]([CH:7]1[CH2:12][CH2:11][N:10]([C:13]2[C:18]([Cl:19])=[CH:17][N:16]=[CH:15][C:14]=2[Cl:20])[CH2:9][CH2:8]1)=[O:6].[CH3:21][O:22][C:23]1[CH:24]=[CH:25][C:26]([CH:29]=O)=[CH:27][CH:28]=1.C([BH3-])#N.[Na+]. The catalyst is CO. The product is [Cl:19][C:18]1[CH:17]=[N:16][CH:15]=[C:14]([Cl:20])[C:13]=1[N:10]1[CH2:9][CH2:8][CH:7]([C:5]([NH:4][CH2:3][CH2:2][NH:1][CH2:29][C:26]2[CH:25]=[CH:24][C:23]([O:22][CH3:21])=[CH:28][CH:27]=2)=[O:6])[CH2:12][CH2:11]1. The yield is 0.190. (3) The reactants are Cl.[NH2:2][C@@H:3]1[C:11]2[C:6](=[C:7]([C:12]3[S:16][C:15]([C:17]4[CH:18]=[CH:19][C:20]([O:25][CH:26]([CH3:28])[CH3:27])=[C:21]([CH:24]=4)[C:22]#[N:23])=[N:14][N:13]=3)[CH:8]=[CH:9][CH:10]=2)[CH2:5][CH2:4]1.C([O-])([O-])=O.[K+].[K+].Br[CH2:36][C:37]([O:39][CH3:40])=[O:38]. The catalyst is CC#N. The product is [C:22]([C:21]1[CH:24]=[C:17]([C:15]2[S:16][C:12]([C:7]3[CH:8]=[CH:9][CH:10]=[C:11]4[C:6]=3[CH2:5][CH2:4][C@@H:3]4[NH:2][CH2:36][C:37]([O:39][CH3:40])=[O:38])=[N:13][N:14]=2)[CH:18]=[CH:19][C:20]=1[O:25][CH:26]([CH3:28])[CH3:27])#[N:23]. The yield is 0.900.